Dataset: Forward reaction prediction with 1.9M reactions from USPTO patents (1976-2016). Task: Predict the product of the given reaction. (1) Given the reactants CC(C)([O-])C.[Li+].[F:7][C:8]1[C:17]2[CH2:16][O:15][C:14](=[O:18])[N:13]([CH3:19])[C:12]=2[C:11]([F:20])=[CH:10][C:9]=1[NH:21][C:22](=O)[O:23]CC1C=CC=CC=1.[C:32]([O:36][C:37](=[O:44])[NH:38][CH2:39][CH:40]([OH:43])[CH2:41]Cl)([CH3:35])([CH3:34])[CH3:33], predict the reaction product. The product is: [F:7][C:8]1[C:17]2[CH2:16][O:15][C:14](=[O:18])[N:13]([CH3:19])[C:12]=2[C:11]([F:20])=[CH:10][C:9]=1[N:21]1[CH2:41][C@H:40]([CH2:39][NH:38][C:37](=[O:44])[O:36][C:32]([CH3:35])([CH3:34])[CH3:33])[O:43][C:22]1=[O:23]. (2) Given the reactants [CH:1]1([CH2:4][O:5][C:6]2[N:11]=[C:10]([C:12]([NH:14][C:15]([CH3:21])([CH3:20])[CH2:16][C:17]([OH:19])=O)=[O:13])[CH:9]=[CH:8][C:7]=2[N:22]2[CH2:25][C:24]([F:27])([F:26])[CH2:23]2)[CH2:3][CH2:2]1.Cl.CN.[CH3:31][N:32](C(ON1N=NC2C=CC=CC1=2)=[N+](C)C)C.[B-](F)(F)(F)F.CCN(C(C)C)C(C)C, predict the reaction product. The product is: [CH3:21][C:15]([NH:14][C:12]([C:10]1[CH:9]=[CH:8][C:7]([N:22]2[CH2:23][C:24]([F:26])([F:27])[CH2:25]2)=[C:6]([O:5][CH2:4][CH:1]2[CH2:3][CH2:2]2)[N:11]=1)=[O:13])([CH3:20])[CH2:16][C:17](=[O:19])[NH:32][CH3:31]. (3) The product is: [Cl:24][C:5]1[CH:4]=[CH:3][C:2]([NH:1][C:31]([C:29]2[O:30][C:26]([F:25])=[CH:27][CH:28]=2)=[O:32])=[CH:7][C:6]=1[C:8]1[N:9]=[C:10]2[N:15]=[CH:14][C:13]([NH:16][C:17](=[O:22])[O:18][CH:19]([CH3:21])[CH3:20])=[CH:12][N:11]2[CH:23]=1. Given the reactants [NH2:1][C:2]1[CH:3]=[CH:4][C:5]([Cl:24])=[C:6]([C:8]2[N:9]=[C:10]3[N:15]=[CH:14][C:13]([NH:16][C:17](=[O:22])[O:18][CH:19]([CH3:21])[CH3:20])=[CH:12][N:11]3[CH:23]=2)[CH:7]=1.[F:25][C:26]1[O:30][C:29]([C:31](O)=[O:32])=[CH:28][CH:27]=1.CN(C(ON1N=NC2C=CC=NC1=2)=[N+](C)C)C.F[P-](F)(F)(F)(F)F.CCN(C(C)C)C(C)C, predict the reaction product. (4) Given the reactants [CH2:1]([O:8][C:9]1[CH:10]=[C:11]([CH:27]=[CH:28][C:29]=1[O:30][CH3:31])[CH2:12][CH:13]1[C:22]2[C:17](=[CH:18][C:19]([O:25][CH3:26])=[C:20]([O:23][CH3:24])[CH:21]=2)[CH2:16][CH2:15][NH:14]1)[C:2]1[CH:7]=[CH:6][CH:5]=[CH:4][CH:3]=1.Br[CH2:33][C:34](Br)=[O:35].[CH2:37]([NH2:44])[C:38]1[CH:43]=[CH:42][CH:41]=[CH:40][CH:39]=1, predict the reaction product. The product is: [CH2:1]([O:8][C:9]1[CH:10]=[C:11]([CH:27]=[CH:28][C:29]=1[O:30][CH3:31])[CH2:12][CH:13]1[C:22]2[C:17](=[CH:18][C:19]([O:25][CH3:26])=[C:20]([O:23][CH3:24])[CH:21]=2)[CH2:16][CH2:15][N:14]1[CH2:33][C:34]([NH:44][CH2:37][C:38]1[CH:43]=[CH:42][CH:41]=[CH:40][CH:39]=1)=[O:35])[C:2]1[CH:3]=[CH:4][CH:5]=[CH:6][CH:7]=1. (5) Given the reactants [N+:1](=[CH2:3])=[N-:2].[F:4][C:5]([F:30])([F:29])[C:6]([C:8]1[N:13]=[C:12]([O:14][C:15]2[C:20]([CH3:21])=[CH:19][C:18]([CH3:22])=[CH:17][C:16]=2[CH3:23])[C:11]([C:24]([O:26][CH2:27][CH3:28])=[O:25])=[CH:10][CH:9]=1)=[CH2:7], predict the reaction product. The product is: [C:20]1([CH3:21])[CH:19]=[C:18]([CH3:22])[CH:17]=[C:16]([CH3:23])[C:15]=1[O:14][C:12]1[N:13]=[C:8]([C:6]2([C:5]([F:4])([F:29])[F:30])[CH2:7][CH2:3][N:1]=[N:2]2)[CH:9]=[CH:10][C:11]=1[C:24]([O:26][CH2:27][CH3:28])=[O:25]. (6) Given the reactants [CH3:1][C:2]1[C:6]([CH2:7][N:8]2[CH:12]=[C:11]([N:13]3[C:17](=[O:18])[CH2:16][NH:15][C:14]3=[O:19])[CH:10]=[N:9]2)=[C:5]([CH3:20])[O:4][N:3]=1.Br[CH2:22][C:23]1[CH:27]=[CH:26][N:25]([CH3:28])[N:24]=1, predict the reaction product. The product is: [CH3:1][C:2]1[C:6]([CH2:7][N:8]2[CH:12]=[C:11]([N:13]3[C:17](=[O:18])[CH2:16][N:15]([CH2:22][C:23]4[CH:27]=[CH:26][N:25]([CH3:28])[N:24]=4)[C:14]3=[O:19])[CH:10]=[N:9]2)=[C:5]([CH3:20])[O:4][N:3]=1.